Dataset: Peptide-MHC class II binding affinity with 134,281 pairs from IEDB. Task: Regression. Given a peptide amino acid sequence and an MHC pseudo amino acid sequence, predict their binding affinity value. This is MHC class II binding data. (1) The peptide sequence is VTANRAELKALIASN. The MHC is DRB1_1201 with pseudo-sequence DRB1_1201. The binding affinity (normalized) is 0.665. (2) The peptide sequence is NTSYRLISCNTSVI. The MHC is DRB1_0405 with pseudo-sequence DRB1_0405. The binding affinity (normalized) is 0.479.